Predict the reaction yield, written as a fraction of the theoretical maximum amount of product (1.0 means a 100% yield; for example, 0.34 means a 34% yield). From a dataset of Reaction yield outcomes from USPTO patents with 853,638 reactions. (1) The reactants are [N:1]1[CH:6]=[CH:5][CH:4]=[C:3]([CH2:7][N:8]2[CH:12]=[C:11]([C:13]3[C:21]4[C:16](=[N:17][CH:18]=[C:19]([C:22]5[CH:27]=[CH:26][C:25]([N:28]6[CH2:33][CH2:32][N:31](C(OC(C)(C)C)=O)[CH2:30][CH2:29]6)=[CH:24][CH:23]=5)[CH:20]=4)[NH:15][CH:14]=3)[CH:10]=[N:9]2)[CH:2]=1.Cl. The catalyst is CCOCC.CO. The product is [N:28]1([C:25]2[CH:26]=[CH:27][C:22]([C:19]3[CH:20]=[C:21]4[C:13]([C:11]5[CH:10]=[N:9][N:8]([CH2:7][C:3]6[CH:2]=[N:1][CH:6]=[CH:5][CH:4]=6)[CH:12]=5)=[CH:14][NH:15][C:16]4=[N:17][CH:18]=3)=[CH:23][CH:24]=2)[CH2:29][CH2:30][NH:31][CH2:32][CH2:33]1. The yield is 0.110. (2) The reactants are [OH:1][C:2]1[C:7]([CH:8]=[O:9])=[CH:6][C:5]([CH3:10])=[CH:4][C:3]=1[CH:11]=O.C([O-])([O-])=O.[K+].[K+].[F:19][C:20]([F:29])([F:28])/[CH:21]=[CH:22]/[C:23]([O:25][CH2:26][CH3:27])=[O:24].Cl. The catalyst is CN(C=O)C. The product is [CH:8]([C:7]1[CH:6]=[C:5]([CH3:10])[CH:4]=[C:3]2[C:2]=1[O:1][CH:21]([C:20]([F:19])([F:29])[F:28])[C:22]([C:23]([O:25][CH2:26][CH3:27])=[O:24])=[CH:11]2)=[O:9]. The yield is 0.230. (3) The yield is 0.540. The product is [CH3:30][CH:31]([O:34][C:22]1[CH:27]=[CH:26][C:25]([O:28][CH3:29])=[CH:24][CH:23]=1)[CH:32]=[CH2:33]. The catalyst is [Cu]I.C1(C)C=CC=CC=1. The reactants are N1C2C(=CC=C3C=2N=CC=C3)C=CC=1.C([O-])([O-])=O.[Cs+].[Cs+].I[C:22]1[CH:27]=[CH:26][C:25]([O:28][CH3:29])=[CH:24][CH:23]=1.[CH3:30][CH:31]([OH:34])[CH:32]=[CH2:33]. (4) The product is [CH:1]1([CH2:6][CH:7]([C:16]2[CH:21]=[CH:20][C:19]([S:22]([CH3:25])(=[O:23])=[O:24])=[C:18]([NH:26][OH:27])[CH:17]=2)[C:8]([NH:10][C:11]2[S:12][CH:13]=[CH:14][N:15]=2)=[O:9])[CH2:5][CH2:4][CH2:3][CH2:2]1. The yield is 0.590. The reactants are [CH:1]1([CH2:6][CH:7]([C:16]2[CH:21]=[CH:20][C:19]([S:22]([CH3:25])(=[O:24])=[O:23])=[C:18]([N+:26]([O-])=[O:27])[CH:17]=2)[C:8]([NH:10][C:11]2[S:12][CH:13]=[CH:14][N:15]=2)=[O:9])[CH2:5][CH2:4][CH2:3][CH2:2]1.[H][H]. The catalyst is CO.[Pd]. (5) The yield is 0.680. The reactants are [CH3:1][N:2]1[C:6]([NH2:7])=[CH:5][C:4]([C:8]2[CH:13]=[CH:12][CH:11]=[CH:10][N:9]=2)=[N:3]1.[Br:14][C:15]1[CH:22]=[CH:21][C:18]([CH:19]=O)=[C:17]([CH3:23])[CH:16]=1.[C:24](O)(=[O:27])[CH2:25][SH:26]. The catalyst is C(#N)C. The product is [Br:14][C:15]1[CH:22]=[CH:21][C:18]([CH:19]2[S:26][CH2:25][C:24](=[O:27])[NH:7][C:6]3[N:2]([CH3:1])[N:3]=[C:4]([C:8]4[CH:13]=[CH:12][CH:11]=[CH:10][N:9]=4)[C:5]2=3)=[C:17]([CH3:23])[CH:16]=1. (6) The reactants are [CH3:1][C:2]1[CH:3]=[C:4]([OH:9])[CH:5]=[C:6]([CH3:8])[CH:7]=1.Cl[C:11]1[CH:16]=[CH:15][CH:14]=[CH:13][CH:12]=1. No catalyst specified. The product is [CH3:8][C:6]1[CH:5]=[C:4]([O:9][C:11]2[CH:16]=[CH:15][CH:14]=[CH:13][CH:12]=2)[CH:3]=[C:2]([CH3:1])[CH:7]=1. The yield is 0.600. (7) The reactants are [N+:1](/[CH:4]=[CH:5]/[C:6]1[CH:11]=[CH:10][CH:9]=[C:8]([N:12]2[CH2:17][CH2:16][CH2:15][CH2:14][CH2:13]2)[N:7]=1)([O-:3])=[O:2].[BH4-].[Na+]. The catalyst is CO. The product is [N+:1]([CH2:4][CH2:5][C:6]1[CH:11]=[CH:10][CH:9]=[C:8]([N:12]2[CH2:17][CH2:16][CH2:15][CH2:14][CH2:13]2)[N:7]=1)([O-:3])=[O:2]. The yield is 0.810.